Dataset: Full USPTO retrosynthesis dataset with 1.9M reactions from patents (1976-2016). Task: Predict the reactants needed to synthesize the given product. (1) Given the product [CH2:16]([C:1]1[CH:14]=[CH:12][CH:13]=[CH:3][C:2]=1[OH:4])[CH:9]([CH3:8])[CH3:10], predict the reactants needed to synthesize it. The reactants are: [CH3:1][C:2](C)([O-:4])[CH3:3].[K+].C([Li])[CH2:8][CH2:9][CH3:10].[CH:12](Br)([CH3:14])[CH3:13].[CH3:16]CCCCCC. (2) Given the product [ClH:1].[CH2:6]([C:5]1[N:9]=[C:12]([NH2:13])[NH:11][CH:4]=1)[C:7]#[CH:8], predict the reactants needed to synthesize it. The reactants are: [ClH:1].CO[C:4](=O)[CH:5]([NH2:9])[CH2:6][C:7]#[CH:8].[N:11]#[C:12][NH2:13]. (3) Given the product [F:1][C:2]1[CH:11]=[CH:10][C:9]([N:12]2[CH2:13][CH2:14][C:15]([CH3:18])([NH2:19])[CH2:16][CH2:17]2)=[C:8]2[C:3]=1[CH:4]=[CH:5][C:6]([C:30]1[N:34]3[CH:35]=[CH:36][C:37]([O:39][CH2:40][CH2:41][O:42][CH3:43])=[CH:38][C:33]3=[N:32][CH:31]=1)=[N:7]2, predict the reactants needed to synthesize it. The reactants are: [F:1][C:2]1[CH:11]=[CH:10][C:9]([N:12]2[CH2:17][CH2:16][C:15]([NH:19]C(=O)OCC3C=CC=CC=3)([CH3:18])[CH2:14][CH2:13]2)=[C:8]2[C:3]=1[CH:4]=[CH:5][C:6]([C:30]1[N:34]3[CH:35]=[CH:36][C:37]([O:39][CH2:40][CH2:41][O:42][CH3:43])=[CH:38][C:33]3=[N:32][CH:31]=1)=[N:7]2.[H][H]. (4) Given the product [OH:1][C:2]1([C:12]#[C:13][C:14]2[CH:22]=[CH:21][CH:20]=[CH:19][C:15]=2[C:16]([NH:45][C@H:46]([C:48]([O:50][CH3:51])=[O:49])[CH3:47])=[O:17])[C:3]([CH3:11])([CH3:10])[CH:4]2[CH2:8][C:7]1([CH3:9])[CH2:6][CH2:5]2, predict the reactants needed to synthesize it. The reactants are: [OH:1][C:2]1([C:12]#[C:13][C:14]2[CH:22]=[CH:21][CH:20]=[CH:19][C:15]=2[C:16](O)=[O:17])[C:7]([CH3:9])([CH3:8])[CH:6]2[CH2:10][C:3]1([CH3:11])[CH2:4][CH2:5]2.ON1C2C=CC=CC=2N=N1.Cl.C(N=C=NCCCN(C)C)C.[NH2:45][C@H:46]([C:48]([O:50][CH3:51])=[O:49])[CH3:47].C(N(CC)CC)C. (5) Given the product [CH2:29]([O:28][C:4]([NH:6][C:7]1[CH:8]=[CH:9][C:10]([C@H:13]2[CH2:14][CH2:15][C@H:16]([CH2:19][C:20]([O:22][CH3:23])=[O:21])[CH2:17][CH2:18]2)=[CH:11][CH:12]=1)=[O:5])[C:30]1[CH:35]=[CH:34][CH:33]=[CH:32][CH:31]=1, predict the reactants needed to synthesize it. The reactants are: N(C(=O)[C:4]([NH:6][C:7]1[CH:12]=[CH:11][C:10]([C@H:13]2[CH2:18][CH2:17][C@H:16]([CH2:19][C:20]([O:22][CH3:23])=[O:21])[CH2:15][CH2:14]2)=[CH:9][CH:8]=1)=[O:5])N.ClC([O:28][CH2:29][C:30]1[CH:35]=[CH:34][CH:33]=[CH:32][CH:31]=1)=O.